From a dataset of Catalyst prediction with 721,799 reactions and 888 catalyst types from USPTO. Predict which catalyst facilitates the given reaction. (1) Reactant: [NH2:1][CH2:2][CH:3]([NH:11][C:12](=[O:18])[O:13][C:14]([CH3:17])([CH3:16])[CH3:15])[C:4]1[CH:9]=[CH:8][C:7]([Cl:10])=[CH:6][CH:5]=1.C(N(C(C)C)C(C)C)C.[C:28](OC(=O)C)(=[O:30])[CH3:29]. Product: [C:28]([NH:1][CH2:2][CH:3]([NH:11][C:12](=[O:18])[O:13][C:14]([CH3:15])([CH3:17])[CH3:16])[C:4]1[CH:5]=[CH:6][C:7]([Cl:10])=[CH:8][CH:9]=1)(=[O:30])[CH3:29]. The catalyst class is: 1. (2) Reactant: [CH2:1]([N:8]1[CH2:13][CH2:12][NH:11][CH2:10][CH2:9]1)[C:2]1[CH:7]=[CH:6][CH:5]=[CH:4][CH:3]=1.Br[CH:15]([CH3:21])[C:16]([O:18][CH2:19][CH3:20])=[O:17].C(N(C(C)C)C(C)C)C.O. Product: [CH2:1]([N:8]1[CH2:13][CH2:12][N:11]([CH:15]([CH3:21])[C:16]([O:18][CH2:19][CH3:20])=[O:17])[CH2:10][CH2:9]1)[C:2]1[CH:3]=[CH:4][CH:5]=[CH:6][CH:7]=1. The catalyst class is: 3.